From a dataset of Full USPTO retrosynthesis dataset with 1.9M reactions from patents (1976-2016). Predict the reactants needed to synthesize the given product. (1) Given the product [C:1]([O:5][C:6](=[O:31])[CH2:7][O:8][C:9]1[C:18]2[CH2:17][CH2:16][CH2:15][C@@H:14]([NH:19][S:20]([C:23]3[CH:28]=[CH:27][C:26]([O:41][C:38]4[CH:39]=[CH:40][C:35]([Cl:34])=[CH:36][CH:37]=4)=[C:25]([Cl:30])[CH:24]=3)(=[O:22])=[O:21])[C:13]=2[CH:12]=[CH:11][CH:10]=1)([CH3:4])([CH3:3])[CH3:2], predict the reactants needed to synthesize it. The reactants are: [C:1]([O:5][C:6](=[O:31])[CH2:7][O:8][C:9]1[C:18]2[CH2:17][CH2:16][CH2:15][C@@H:14]([NH:19][S:20]([C:23]3[CH:28]=[CH:27][C:26](F)=[C:25]([Cl:30])[CH:24]=3)(=[O:22])=[O:21])[C:13]=2[CH:12]=[CH:11][CH:10]=1)([CH3:4])([CH3:3])[CH3:2].[H-].[Na+].[Cl:34][C:35]1[CH:40]=[CH:39][C:38]([OH:41])=[CH:37][CH:36]=1.Cl. (2) Given the product [C:24]([O:28][C:29]([N:31]([C:39]1[S:48][CH2:47][C@H:46]2[C@:41]([C:49]3[S:50][CH:51]=[C:52]([B:10]4[O:11][C:12]([CH3:17])([CH3:18])[C:13]([CH3:15])([CH3:16])[O:14]4)[CH:53]=3)([CH2:42][O:43][CH2:44][CH2:45]2)[N:40]=1)[C:32]([O:34][C:35]([CH3:38])([CH3:37])[CH3:36])=[O:33])=[O:30])([CH3:25])([CH3:26])[CH3:27], predict the reactants needed to synthesize it. The reactants are: [B:10]1([B:10]2[O:14][C:13]([CH3:16])([CH3:15])[C:12]([CH3:18])([CH3:17])[O:11]2)[O:14][C:13]([CH3:16])([CH3:15])[C:12]([CH3:18])([CH3:17])[O:11]1.C([O-])(=O)C.[K+].[C:24]([O:28][C:29]([N:31]([C:39]1[S:48][CH2:47][C@H:46]2[C@@:41]([C:49]3[S:50][CH:51]=[C:52](Br)[CH:53]=3)([CH2:42][O:43][CH2:44][CH2:45]2)[N:40]=1)[C:32]([O:34][C:35]([CH3:38])([CH3:37])[CH3:36])=[O:33])=[O:30])([CH3:27])([CH3:26])[CH3:25]. (3) Given the product [CH3:1][S:2]([C:5]1[CH:6]=[CH:7][C:8]2[O:13][CH2:12][C:11](=[O:14])[N:10]([CH2:63][CH2:64][N:65]3[CH2:70][CH2:69][CH:68]([NH:71][C:72](=[O:78])[O:73][C:74]([CH3:77])([CH3:76])[CH3:75])[CH2:67][CH2:66]3)[C:9]=2[CH:15]=1)(=[O:3])=[O:4], predict the reactants needed to synthesize it. The reactants are: [CH3:1][S:2]([C:5]1[CH:6]=[CH:7][C:8]2[O:13][CH2:12][C:11](=[O:14])[NH:10][C:9]=2[CH:15]=1)(=[O:4])=[O:3].[H-].[Na+].FC1C=C2C(C=CC(=O)N2CCN2CCC(NCC3C=CC4OCC(=O)NC=4N=3)CC2)=CC=1.COC1C=C2C(C=CC(=O)N2[CH2:63][CH2:64][N:65]2[CH2:70][CH2:69][CH:68]([NH:71][C:72](=[O:78])[O:73][C:74]([CH3:77])([CH3:76])[CH3:75])[CH2:67][CH2:66]2)=CC=1. (4) Given the product [CH2:11]([O:13][C:14](=[O:23])[CH:15]=[C:16]([C:2]1[CH:10]=[C:9]2[C:5]([CH:6]=[CH:7][NH:8]2)=[CH:4][CH:3]=1)[C:17]1[CH:18]=[N:19][CH:20]=[CH:21][CH:22]=1)[CH3:12], predict the reactants needed to synthesize it. The reactants are: Br[C:2]1[CH:10]=[C:9]2[C:5]([CH:6]=[CH:7][NH:8]2)=[CH:4][CH:3]=1.[CH2:11]([O:13][C:14](=[O:23])[CH:15]=[CH:16][C:17]1[CH:18]=[N:19][CH:20]=[CH:21][CH:22]=1)[CH3:12].C(OC(=O)C=C(C1C=CC=C2C=1C(C#N)=CN2)C1C=CC=CC=1)C. (5) The reactants are: [F-].C([N+](CCCC)(CCCC)CCCC)CCC.[Si]([O:26][CH2:27][C:28]1([CH2:58][O:59][Si](C(C)(C)C)(C)C)[O:32][N:31]=[C:30]([C:33]2[CH:38]=[CH:37][C:36]([C:39]3[CH:44]=[CH:43][C:42]([N:45]4[CH2:49][C@H:48]([CH2:50][N:51]5[CH:55]=[CH:54][N:53]=[N:52]5)[O:47][C:46]4=[O:56])=[CH:41][C:40]=3[F:57])=[CH:35][CH:34]=2)[CH2:29]1)(C(C)(C)C)(C)C.O. Given the product [OH:59][CH2:58][C:28]1([CH2:27][OH:26])[O:32][N:31]=[C:30]([C:33]2[CH:38]=[CH:37][C:36]([C:39]3[CH:44]=[CH:43][C:42]([N:45]4[CH2:49][C@H:48]([CH2:50][N:51]5[CH:55]=[CH:54][N:53]=[N:52]5)[O:47][C:46]4=[O:56])=[CH:41][C:40]=3[F:57])=[CH:35][CH:34]=2)[CH2:29]1, predict the reactants needed to synthesize it. (6) Given the product [CH2:1]([N:8]1[CH:12]=[N:11][C:10]([NH:13][C:14]2[CH:19]=[CH:18][CH:17]=[C:16]([NH2:20])[CH:15]=2)=[N:9]1)[C:2]1[CH:7]=[CH:6][CH:5]=[CH:4][CH:3]=1, predict the reactants needed to synthesize it. The reactants are: [CH2:1]([N:8]1[CH:12]=[N:11][C:10]([NH:13][C:14]2[CH:15]=[C:16]([NH:20]C(=O)OC(C)(C)C)[CH:17]=[CH:18][CH:19]=2)=[N:9]1)[C:2]1[CH:7]=[CH:6][CH:5]=[CH:4][CH:3]=1.Cl.